Dataset: Reaction yield outcomes from USPTO patents with 853,638 reactions. Task: Predict the reaction yield, written as a fraction of the theoretical maximum amount of product (1.0 means a 100% yield; for example, 0.34 means a 34% yield). (1) The reactants are [Cl:1][C:2]1[CH:3]=[CH:4][CH:5]=[C:6]2[C:11]=1[C:10](=[O:12])[N:9]([CH2:13][C:14]1[CH:19]=[CH:18][C:17]([CH3:20])=[CH:16][C:15]=1[CH3:21])[C:8](OS(C(F)(F)F)(=O)=O)=[CH:7]2.[O:30]([C:37]1[CH:42]=[CH:41][C:40](B(O)O)=[CH:39][CH:38]=1)[C:31]1[CH:36]=[CH:35][CH:34]=[CH:33][CH:32]=1.C1([As](C2C=CC=CC=2)C2C=CC=CC=2)C=CC=CC=1.C(=O)([O-])[O-].[Na+].[Na+]. The catalyst is C1COCC1.CCOCC.O.[Pd](Cl)Cl.C(#N)C.C(#N)C. The product is [Cl:1][C:2]1[CH:3]=[CH:4][CH:5]=[C:6]2[C:11]=1[C:10](=[O:12])[N:9]([CH2:13][C:14]1[CH:19]=[CH:18][C:17]([CH3:20])=[CH:16][C:15]=1[CH3:21])[C:8]([C:40]1[CH:41]=[CH:42][C:37]([O:30][C:31]3[CH:36]=[CH:35][CH:34]=[CH:33][CH:32]=3)=[CH:38][CH:39]=1)=[CH:7]2. The yield is 0.630. (2) The reactants are [CH3:1][C:2]1[CH:8]=[CH:7][C:5]([NH2:6])=[CH:4][C:3]=1[B:9]1[O:13][C:12]([CH3:15])([CH3:14])[C:11]([CH3:17])([CH3:16])[O:10]1.[F:18][C:19]([F:30])([F:29])[C:20]1[CH:21]=[C:22]([CH:26]=[CH:27]C=1)[C:23](O)=[O:24].C1C=[N:35]C2N(O)N=NC=2C=1.C(Cl)CCl. The catalyst is CN(C=O)C.O. The product is [CH3:1][C:2]1[CH:8]=[CH:7][C:5]([NH:6][C:23](=[O:24])[C:22]2[CH:26]=[CH:27][N:35]=[C:20]([C:19]([F:30])([F:29])[F:18])[CH:21]=2)=[CH:4][C:3]=1[B:9]1[O:10][C:11]([CH3:17])([CH3:16])[C:12]([CH3:15])([CH3:14])[O:13]1. The yield is 0.910. (3) The reactants are [Br:1][C:2]1[CH:10]=[CH:9][C:5]2[NH:6][CH:7]=[N:8][C:4]=2[C:3]=1[F:11].[O:12]1[CH:17]=[CH:16][CH2:15][CH2:14][CH2:13]1.C12(CS(O)(=O)=O)C(C)(C)C(CC1)CC2=O. The catalyst is C1COCC1. The product is [Br:1][C:2]1[CH:10]=[CH:9][C:5]2[N:6]([CH:13]3[CH2:14][CH2:15][CH2:16][CH2:17][O:12]3)[CH:7]=[N:8][C:4]=2[C:3]=1[F:11]. The yield is 0.780.